This data is from NCI-60 drug combinations with 297,098 pairs across 59 cell lines. The task is: Regression. Given two drug SMILES strings and cell line genomic features, predict the synergy score measuring deviation from expected non-interaction effect. (1) Synergy scores: CSS=53.3, Synergy_ZIP=-6.78, Synergy_Bliss=-9.54, Synergy_Loewe=-9.60, Synergy_HSA=-4.37. Drug 2: CC1CCC2CC(C(=CC=CC=CC(CC(C(=O)C(C(C(=CC(C(=O)CC(OC(=O)C3CCCCN3C(=O)C(=O)C1(O2)O)C(C)CC4CCC(C(C4)OC)OCCO)C)C)O)OC)C)C)C)OC. Cell line: 786-0. Drug 1: C1=CC(=CC=C1CCCC(=O)O)N(CCCl)CCCl. (2) Cell line: HCC-2998. Drug 1: C1=C(C(=O)NC(=O)N1)F. Synergy scores: CSS=39.2, Synergy_ZIP=-7.23, Synergy_Bliss=-12.3, Synergy_Loewe=-9.67, Synergy_HSA=-9.65. Drug 2: CC1CCC2CC(C(=CC=CC=CC(CC(C(=O)C(C(C(=CC(C(=O)CC(OC(=O)C3CCCCN3C(=O)C(=O)C1(O2)O)C(C)CC4CCC(C(C4)OC)OCCO)C)C)O)OC)C)C)C)OC. (3) Drug 1: CC1=C(C=C(C=C1)NC2=NC=CC(=N2)N(C)C3=CC4=NN(C(=C4C=C3)C)C)S(=O)(=O)N.Cl. Drug 2: C1=CC(=CC=C1CC(C(=O)O)N)N(CCCl)CCCl.Cl. Cell line: RPMI-8226. Synergy scores: CSS=18.8, Synergy_ZIP=-2.63, Synergy_Bliss=6.00, Synergy_Loewe=-13.3, Synergy_HSA=-1.42. (4) Drug 1: CC1=CC=C(C=C1)C2=CC(=NN2C3=CC=C(C=C3)S(=O)(=O)N)C(F)(F)F. Drug 2: CC1CCC2CC(C(=CC=CC=CC(CC(C(=O)C(C(C(=CC(C(=O)CC(OC(=O)C3CCCCN3C(=O)C(=O)C1(O2)O)C(C)CC4CCC(C(C4)OC)O)C)C)O)OC)C)C)C)OC. Cell line: ACHN. Synergy scores: CSS=19.6, Synergy_ZIP=-0.226, Synergy_Bliss=4.48, Synergy_Loewe=-6.68, Synergy_HSA=4.12. (5) Drug 1: CC1=C(C(=CC=C1)Cl)NC(=O)C2=CN=C(S2)NC3=CC(=NC(=N3)C)N4CCN(CC4)CCO. Drug 2: C1=CN(C=N1)CC(O)(P(=O)(O)O)P(=O)(O)O. Cell line: PC-3. Synergy scores: CSS=8.97, Synergy_ZIP=-4.84, Synergy_Bliss=0.403, Synergy_Loewe=-13.7, Synergy_HSA=-1.12. (6) Drug 1: C1=CC(=CC=C1C#N)C(C2=CC=C(C=C2)C#N)N3C=NC=N3. Drug 2: CC(C)(C#N)C1=CC(=CC(=C1)CN2C=NC=N2)C(C)(C)C#N. Cell line: MCF7. Synergy scores: CSS=-6.20, Synergy_ZIP=1.41, Synergy_Bliss=-1.55, Synergy_Loewe=-5.53, Synergy_HSA=-6.32. (7) Drug 1: CC1C(C(CC(O1)OC2CC(CC3=C2C(=C4C(=C3O)C(=O)C5=C(C4=O)C(=CC=C5)OC)O)(C(=O)CO)O)N)O. Drug 2: C1=CC=C(C=C1)NC(=O)CCCCCCC(=O)NO. Cell line: HCT116. Synergy scores: CSS=74.5, Synergy_ZIP=1.42, Synergy_Bliss=-0.289, Synergy_Loewe=-1.91, Synergy_HSA=3.87. (8) Drug 1: CC1=C(C=C(C=C1)NC(=O)C2=CC=C(C=C2)CN3CCN(CC3)C)NC4=NC=CC(=N4)C5=CN=CC=C5. Synergy scores: CSS=49.7, Synergy_ZIP=2.33, Synergy_Bliss=-0.595, Synergy_Loewe=-6.29, Synergy_HSA=0.709. Drug 2: CN(CCCl)CCCl.Cl. Cell line: NCI-H460. (9) Drug 1: CCC1(CC2CC(C3=C(CCN(C2)C1)C4=CC=CC=C4N3)(C5=C(C=C6C(=C5)C78CCN9C7C(C=CC9)(C(C(C8N6C)(C(=O)OC)O)OC(=O)C)CC)OC)C(=O)OC)O.OS(=O)(=O)O. Drug 2: C(CCl)NC(=O)N(CCCl)N=O. Cell line: HL-60(TB). Synergy scores: CSS=0.771, Synergy_ZIP=1.51, Synergy_Bliss=3.94, Synergy_Loewe=0.0101, Synergy_HSA=0.150. (10) Drug 1: C1=NC2=C(N=C(N=C2N1C3C(C(C(O3)CO)O)F)Cl)N. Drug 2: CC(C)NC(=O)C1=CC=C(C=C1)CNNC.Cl. Cell line: MCF7. Synergy scores: CSS=-3.07, Synergy_ZIP=0.129, Synergy_Bliss=-2.75, Synergy_Loewe=-1.18, Synergy_HSA=-3.67.